From a dataset of Peptide-MHC class I binding affinity with 185,985 pairs from IEDB/IMGT. Regression. Given a peptide amino acid sequence and an MHC pseudo amino acid sequence, predict their binding affinity value. This is MHC class I binding data. (1) The peptide sequence is AVFKNSFLGK. The MHC is HLA-A02:06 with pseudo-sequence HLA-A02:06. The binding affinity (normalized) is 0.325. (2) The peptide sequence is KETINEEAA. The MHC is HLA-B40:02 with pseudo-sequence HLA-B40:02. The binding affinity (normalized) is 0.535. (3) The peptide sequence is EMFKTKGRY. The MHC is HLA-A30:02 with pseudo-sequence HLA-A30:02. The binding affinity (normalized) is 0.549. (4) The peptide sequence is HPRHYATIM. The MHC is HLA-A68:02 with pseudo-sequence HLA-A68:02. The binding affinity (normalized) is 0. (5) The peptide sequence is AYIAFPTSCHMFI. The MHC is HLA-B44:03 with pseudo-sequence HLA-B44:03. The binding affinity (normalized) is 0.0618. (6) The peptide sequence is HTTTGRTSL. The MHC is HLA-B48:01 with pseudo-sequence HLA-B48:01. The binding affinity (normalized) is 0.0847. (7) The peptide sequence is NQQAELEAFL. The MHC is Mamu-A07 with pseudo-sequence Mamu-A07. The binding affinity (normalized) is 0.0389. (8) The peptide sequence is ILYKRETTR. The MHC is HLA-B45:01 with pseudo-sequence HLA-B45:01. The binding affinity (normalized) is 0.0241. (9) The peptide sequence is RRNRKALWL. The MHC is HLA-A31:01 with pseudo-sequence HLA-A31:01. The binding affinity (normalized) is 0.0847.